Dataset: Forward reaction prediction with 1.9M reactions from USPTO patents (1976-2016). Task: Predict the product of the given reaction. (1) Given the reactants [NH2:1][C:2]1[CH:3]=[C:4]([N:13]2[C:17](=[O:18])[C:16]([CH3:20])([CH3:19])[N:15]([CH2:21][C:22]3[CH:27]=[CH:26][N:25]=[CH:24][CH:23]=3)[C:14]2=[O:28])[CH:5]=[CH:6][C:7]=1[O:8][C:9]([F:12])([F:11])[F:10].CCN(C(C)C)C(C)C.[Cl:38][CH2:39][C:40](Cl)=[O:41], predict the reaction product. The product is: [CH3:19][C:16]1([CH3:20])[C:17](=[O:18])[N:13]([C:4]2[CH:5]=[CH:6][C:7]([O:8][C:9]([F:10])([F:11])[F:12])=[C:2]([NH:1][C:40](=[O:41])[CH2:39][Cl:38])[CH:3]=2)[C:14](=[O:28])[N:15]1[CH2:21][C:22]1[CH:27]=[CH:26][N:25]=[CH:24][CH:23]=1. (2) Given the reactants [C:1]([C:4]1[C@@H:5]([C:15]2[CH:16]=[CH:17][CH:18]=[C:19]3[C:24]=2[O:23][C:22]([CH3:25])=[CH:21][C:20]3=[O:26])[C:6]([C:12]([OH:14])=O)=[C:7]([CH3:11])[NH:8][C:9]=1[CH3:10])(=[O:3])[CH3:2].C([N:29]1[CH:33]=[CH:32][N:31]=[CH:30]1)([N:29]1[CH:33]=[CH:32][N:31]=[CH:30]1)=O, predict the reaction product. The product is: [C:1]([C:4]1[C@@H:5]([C:15]2[CH:16]=[CH:17][CH:18]=[C:19]3[C:24]=2[O:23][C:22]([CH3:25])=[CH:21][C:20]3=[O:26])[C:6]([C:12]([N:29]2[CH:33]=[CH:32][N:31]=[CH:30]2)=[O:14])=[C:7]([CH3:11])[NH:8][C:9]=1[CH3:10])(=[O:3])[CH3:2]. (3) Given the reactants [CH:1]([C@@H:4](/[CH:37]=[C:38](\[CH3:44])/[C:39]([O:41]CC)=[O:40])[N:5]([CH3:36])[C:6](=[O:35])[C@H:7]([C:30]([CH3:34])([S:32][CH3:33])[CH3:31])[NH:8][C:9](=[O:29])[C@H:10]([C:20]([CH3:28])([C:22]1[CH:27]=[CH:26][CH:25]=[CH:24][CH:23]=1)[CH3:21])[N:11]([CH3:19])[C:12](=[O:18])[O:13][C:14]([CH3:17])([CH3:16])[CH3:15])([CH3:3])[CH3:2].[OH-].[Li+], predict the reaction product. The product is: [CH:1]([C@@H:4](/[CH:37]=[C:38](\[CH3:44])/[C:39]([OH:41])=[O:40])[N:5]([CH3:36])[C:6](=[O:35])[C@H:7]([C:30]([CH3:31])([S:32][CH3:33])[CH3:34])[NH:8][C:9](=[O:29])[C@H:10]([C:20]([CH3:21])([C:22]1[CH:23]=[CH:24][CH:25]=[CH:26][CH:27]=1)[CH3:28])[N:11]([CH3:19])[C:12](=[O:18])[O:13][C:14]([CH3:15])([CH3:16])[CH3:17])([CH3:3])[CH3:2]. (4) Given the reactants [OH:1][C:2]1[CH:3]=[C:4]2[C:9](=[CH:10][CH:11]=1)[O:8][C:7](=[O:12])[CH:6]=[CH:5]2.C(N(CC)C(C)C)(C)C.[CH3:22][O:23][CH2:24]Cl, predict the reaction product. The product is: [CH3:22][O:23][CH2:24][O:1][C:2]1[CH:3]=[C:4]2[C:9](=[CH:10][CH:11]=1)[O:8][C:7](=[O:12])[CH:6]=[CH:5]2. (5) Given the reactants [C:1]([S:5]([CH2:8][C@@H:9]([N:12]1[C@H:17]([C:18]2[CH:23]=[CH:22][C:21]([Cl:24])=[CH:20][CH:19]=2)[C@@H:16]([C:25]2[CH:30]=[CH:29][CH:28]=[C:27]([Cl:31])[CH:26]=2)[O:15][C@@H:14]([CH2:32][C:33](O)=[O:34])[C:13]1=[O:36])[CH2:10][CH3:11])(=[O:7])=[O:6])([CH3:4])([CH3:3])[CH3:2].C1CCC([N:43]=[C:44]=[N:45]C2CCCCC2)CC1.ON1C(=O)CCC1=O.[OH-].[Na+].C([NH-])#N.[Na+], predict the reaction product. The product is: [C:1]([S:5]([CH2:8][C@@H:9]([N:12]1[C@H:17]([C:18]2[CH:23]=[CH:22][C:21]([Cl:24])=[CH:20][CH:19]=2)[C@@H:16]([C:25]2[CH:30]=[CH:29][CH:28]=[C:27]([Cl:31])[CH:26]=2)[O:15][C@@H:14]([CH2:32][C:33]([NH:45][C:44]#[N:43])=[O:34])[C:13]1=[O:36])[CH2:10][CH3:11])(=[O:7])=[O:6])([CH3:2])([CH3:3])[CH3:4]. (6) Given the reactants [CH2:1]([O:3][C:4]([C:6]1[S:7][C:8]([O:19][C:20]2[CH:25]=[CH:24][CH:23]=[C:22]([O:26][CH3:27])[CH:21]=2)=[C:9]2[C:17]3[N:16]([CH3:18])[N:15]=[CH:14][C:13]=3[CH2:12][CH2:11][C:10]=12)=[O:5])[CH3:2].[C:28](Cl)(=[O:30])[CH3:29].[Sn](Cl)(Cl)(Cl)Cl.Cl, predict the reaction product. The product is: [CH2:1]([O:3][C:4]([C:6]1[S:7][C:8]([O:19][C:20]2[CH:25]=[CH:24][C:23]([C:28](=[O:30])[CH3:29])=[C:22]([O:26][CH3:27])[CH:21]=2)=[C:9]2[C:17]3[N:16]([CH3:18])[N:15]=[CH:14][C:13]=3[CH2:12][CH2:11][C:10]=12)=[O:5])[CH3:2]. (7) Given the reactants [CH2:1]([C:5]1[N:6]=[C:7]([CH3:44])[N:8]([C:33]2[N:38]=[CH:37][C:36]([O:39][CH:40]([CH2:42][CH3:43])[CH3:41])=[CH:35][N:34]=2)[C:9](=[O:32])[C:10]=1[CH2:11][C:12]1[CH:17]=[C:16]([CH2:18][CH2:19][CH3:20])[C:15]([O:21][Si:22]([C:25]([CH3:28])([CH3:27])[CH3:26])([CH3:24])[CH3:23])=[C:14]([CH2:29][CH2:30][CH3:31])[CH:13]=1)[CH2:2][CH2:3][CH3:4].[OH2:45].ON1C2C=CC=CC=2N=N1.Cl.C(N=C=NCCCN(C)C)C.[NH3:68], predict the reaction product. The product is: [CH2:1]([C:5]1[N:6]=[C:7]([CH3:44])[N:8]([C:33]2[N:38]=[CH:37][C:36]([O:39][CH:40]([CH2:42][CH3:43])[C:41]([NH2:68])=[O:45])=[CH:35][N:34]=2)[C:9](=[O:32])[C:10]=1[CH2:11][C:12]1[CH:17]=[C:16]([CH2:18][CH2:19][CH3:20])[C:15]([O:21][Si:22]([C:25]([CH3:28])([CH3:26])[CH3:27])([CH3:24])[CH3:23])=[C:14]([CH2:29][CH2:30][CH3:31])[CH:13]=1)[CH2:2][CH2:3][CH3:4]. (8) Given the reactants [NH2:1][C:2]1[N:7]=[C:6]([S:8][C@H:9]([C:11]2[CH:12]=[C:13]([C:17]([OH:19])=O)[CH:14]=[CH:15][CH:16]=2)[CH3:10])[C:5]([C:20]#[N:21])=[C:4]([C:22]2[CH:27]=[CH:26][C:25]([O:28][CH2:29][CH2:30][OH:31])=[CH:24][CH:23]=2)[C:3]=1[C:32]#[N:33].C(Cl)CCl.C1C=CC2N(O)N=[N:44]C=2C=1.[Cl-].[NH4+].C(N(CC)C(C)C)(C)C, predict the reaction product. The product is: [NH2:1][C:2]1[N:7]=[C:6]([S:8][CH:9]([C:11]2[CH:12]=[C:13]([C:17]([NH2:44])=[O:19])[CH:14]=[CH:15][CH:16]=2)[CH3:10])[C:5]([C:20]#[N:21])=[C:4]([C:22]2[CH:23]=[CH:24][C:25]([O:28][CH2:29][CH2:30][OH:31])=[CH:26][CH:27]=2)[C:3]=1[C:32]#[N:33].